From a dataset of Reaction yield outcomes from USPTO patents with 853,638 reactions. Predict the reaction yield, written as a fraction of the theoretical maximum amount of product (1.0 means a 100% yield; for example, 0.34 means a 34% yield). (1) The reactants are [C:1]([NH:4][CH2:5][CH2:6][CH:7]1[C:15]2[C:10](=[CH:11][CH:12]=[C:13]([NH:17][C:18](=O)[CH2:19][CH2:20][CH2:21][CH2:22][O:23][CH2:24][C:25]3[CH:30]=[CH:29][CH:28]=[CH:27][CH:26]=3)[C:14]=2[OH:16])[CH2:9][CH2:8]1)(=[O:3])[CH3:2].C1(C)C=CC(S([O-])(=O)=O)=CC=1.[NH+]1C=CC=CC=1. The catalyst is C1(C)C(C)=CC=CC=1. The product is [CH2:24]([O:23][CH2:22][CH2:21][CH2:20][CH2:19][C:18]1[O:16][C:14]2[C:15]3[CH:7]([CH2:6][CH2:5][NH:4][C:1](=[O:3])[CH3:2])[CH2:8][CH2:9][C:10]=3[CH:11]=[CH:12][C:13]=2[N:17]=1)[C:25]1[CH:26]=[CH:27][CH:28]=[CH:29][CH:30]=1. The yield is 0.910. (2) The reactants are [C:1]([C:5]1[CH:10]=[CH:9][C:8]([N+:11]([O-])=O)=[CH:7][C:6]=1[S:14]([NH2:17])(=[O:16])=[O:15])([CH3:4])([CH3:3])[CH3:2].O.O.Cl[Sn]Cl.C([O-])(O)=O.[Na+]. The catalyst is CCO.CCOC(C)=O.O. The product is [C:1]([C:5]1[CH:10]=[CH:9][C:8]([NH2:11])=[CH:7][C:6]=1[S:14]([NH2:17])(=[O:15])=[O:16])([CH3:4])([CH3:2])[CH3:3]. The yield is 1.00. (3) The reactants are [Br:1][CH2:2][CH2:3][O:4][C:5]1[CH:10]=[CH:9][C:8]([N+:11]([O-:13])=[O:12])=[CH:7][C:6]=1[C:14]1[N:18]([CH3:19])[N:17]=[CH:16][CH:15]=1.[Br:20]N1C(=O)CCC1=O. The catalyst is CN(C=O)C. The product is [Br:20][C:15]1[CH:16]=[N:17][N:18]([CH3:19])[C:14]=1[C:6]1[CH:7]=[C:8]([N+:11]([O-:13])=[O:12])[CH:9]=[CH:10][C:5]=1[O:4][CH2:3][CH2:2][Br:1]. The yield is 0.810.